From a dataset of Experimentally validated miRNA-target interactions with 360,000+ pairs, plus equal number of negative samples. Binary Classification. Given a miRNA mature sequence and a target amino acid sequence, predict their likelihood of interaction. The miRNA is rno-let-7c-5p with sequence UGAGGUAGUAGGUUGUAUGGUU. Result: 1 (interaction). The protein sequence of the target gene is MSTRSVSSSSYRRMFGGSGTSSRPSSNRSYVTTSTRTYSLGSALRPSTSRSLYSSSPGGAYVTRSSAVRLRSSMPGVRLLQDSVDFSLADAINTEFKNTRTNEKVELQELNDRFANYIDKVRFLEQQNKILLAELEQLKGQGKSRLGDLYEEEMRELRRQVDQLTNDKARVEVERDNLAEDIMRLREKLQEEMLQREEAESTLQSFRQDVDNASLARLDLERKVESLQEEIAFLKKLHDEEIQELQAQIQEQHVQIDVDVSKPDLTAALRDVRQQYESVAAKNLQEAEEWYKSKFADLSE....